This data is from Full USPTO retrosynthesis dataset with 1.9M reactions from patents (1976-2016). The task is: Predict the reactants needed to synthesize the given product. (1) The reactants are: [F:1][C:2]1[CH:3]=[C:4]([N:14]2[CH2:18][C@H:17]([CH2:19][NH:20][C:21](=[O:23])[CH3:22])[O:16][C:15]2=[O:24])[CH:5]=[CH:6][C:7]=1[N:8]1[CH2:12][CH2:11][CH:10]([OH:13])[CH2:9]1.C(N(CC)CC)C.[CH3:32][S:33](Cl)(=[O:35])=[O:34]. Given the product [F:1][C:2]1[CH:3]=[C:4]([N:14]2[CH2:18][C@H:17]([CH2:19][NH:20][C:21](=[O:23])[CH3:22])[O:16][C:15]2=[O:24])[CH:5]=[CH:6][C:7]=1[N:8]1[CH2:12][CH2:11][CH:10]([O:13][S:33]([CH3:32])(=[O:35])=[O:34])[CH2:9]1, predict the reactants needed to synthesize it. (2) Given the product [Br:1][C:2]1[CH:3]=[CH:4][C:5]([C:8]2[N:12]([CH2:13][C@@H:14]3[CH2:18][CH2:17][NH:16][CH2:15]3)[C:11](=[O:26])[C:10]3([CH2:31][CH2:30][N:29]([C:32]([O:34][CH3:35])=[O:33])[CH2:28][CH2:27]3)[N:9]=2)=[CH:6][CH:7]=1.[ClH:36], predict the reactants needed to synthesize it. The reactants are: [Br:1][C:2]1[CH:7]=[CH:6][C:5]([C:8]2[N:12]([CH2:13][C@@H:14]3[CH2:18][CH2:17][N:16](C(OC(C)(C)C)=O)[CH2:15]3)[C:11](=[O:26])[C:10]3([CH2:31][CH2:30][N:29]([C:32]([O:34][CH3:35])=[O:33])[CH2:28][CH2:27]3)[N:9]=2)=[CH:4][CH:3]=1.[ClH:36]. (3) Given the product [CH:9]([C:2]1[O:1][C:5]([CH:6]=[O:7])=[CH:4][CH:3]=1)=[O:10], predict the reactants needed to synthesize it. The reactants are: [O:1]1[C:5]([C:6](O)=[O:7])=[CH:4][CH:3]=[C:2]1[C:9](O)=[O:10].OCC([C@H]([C@@H]([C@@H](CO)O)O)O)=O.OCC1OC(C=O)=CC=1.OCC1C=COC=1C=O.FC(F)(F)S([O-])(=O)=O.C(N1C=C[N+](CCCCS(O)(=O)=O)=C1)C=C.